Dataset: Forward reaction prediction with 1.9M reactions from USPTO patents (1976-2016). Task: Predict the product of the given reaction. (1) Given the reactants C(OC(=O)[N:7]([CH2:11][C:12](=[O:14])[NH2:13])[CH:8]([CH3:10])[CH3:9])(C)(C)C.[ClH:16].C(OCC)C, predict the reaction product. The product is: [ClH:16].[CH:8]([NH:7][CH2:11][C:12]([NH2:13])=[O:14])([CH3:10])[CH3:9]. (2) Given the reactants [Cl:1][C:2]1[C:3]([O:25][C:26]2[CH:31]=[CH:30][C:29]([O:32][C:33]([F:36])([F:35])[F:34])=[CH:28][C:27]=2[C:37]2[C:38]([N+:48]([O-])=O)=[N:39][N:40](C3CCCCO3)[CH:41]=2)=[CH:4][C:5]([F:24])=[C:6]([S:8]([N:11]([C:19]2[N:20]=[CH:21][S:22][CH:23]=2)C(=O)OC(C)(C)C)(=[O:10])=[O:9])[CH:7]=1.[Cl-:51].[NH4+], predict the reaction product. The product is: [ClH:1].[ClH:51].[NH2:48][C:38]1[C:37]([C:27]2[CH:28]=[C:29]([O:32][C:33]([F:34])([F:35])[F:36])[CH:30]=[CH:31][C:26]=2[O:25][C:3]2[C:2]([Cl:1])=[CH:7][C:6]([S:8]([NH:11][C:19]3[N:20]=[CH:21][S:22][CH:23]=3)(=[O:9])=[O:10])=[C:5]([F:24])[CH:4]=2)=[CH:41][NH:40][N:39]=1. (3) Given the reactants Cl[C:2]1[CH:7]=[CH:6][N:5]2[C:8]([C:11]3[CH:12]=[C:13]([NH:17][C:18]([NH:20][CH2:21][C:22]([F:25])([F:24])[F:23])=[O:19])[CH:14]=[CH:15][CH:16]=3)=[CH:9][N:10]=[C:4]2[CH:3]=1.C([Sn](CCCC)(CCCC)[C:31]([O:33]CC)=[CH2:32])CCC.[Cl-].[Li+], predict the reaction product. The product is: [C:31]([C:2]1[CH:7]=[CH:6][N:5]2[C:8]([C:11]3[CH:12]=[C:13]([NH:17][C:18]([NH:20][CH2:21][C:22]([F:25])([F:24])[F:23])=[O:19])[CH:14]=[CH:15][CH:16]=3)=[CH:9][N:10]=[C:4]2[CH:3]=1)(=[O:33])[CH3:32].